Dataset: Forward reaction prediction with 1.9M reactions from USPTO patents (1976-2016). Task: Predict the product of the given reaction. (1) Given the reactants C1(C)C=CC(S([O-])(=O)=O)=CC=1.[C:12]([C@H:15]([NH2+:19][CH3:20])[C@@H:16](O)[CH3:17])([OH:14])=[O:13].[C:21]([O-:24])(O)=[O:22].[Na+].[C:26]1([CH2:32][CH2:33][CH2:34][CH2:35][CH2:36]C2C(=O)N(C([O-])=O)C=CC=2)[CH:31]=[CH:30][CH:29]=[CH:28][CH:27]=1.[OH2:47], predict the reaction product. The product is: [OH:47][C@@H:16]([CH3:17])[C@@H:15]([N:19]([CH3:20])[C:21]([O:24][CH2:36][CH2:35][CH2:34][CH2:33][CH2:32][C:26]1[CH:31]=[CH:30][CH:29]=[CH:28][CH:27]=1)=[O:22])[C:12]([OH:14])=[O:13]. (2) Given the reactants [NH:1]1[C:9]2[C:4](=[CH:5][CH:6]=[CH:7][CH:8]=2)[CH2:3][C@H:2]1[CH2:10][OH:11].FC(F)(F)S(O[C:18]1[C:19]2[CH2:40][N:39]([CH3:41])[CH2:38][CH2:37][C:20]=2[N:21]=[C:22]([NH:24][C:25]2[CH:30]=[CH:29][C:28]([N:31]3[CH:35]=[CH:34][N:33]=[C:32]3[CH3:36])=[CH:27][CH:26]=2)[N:23]=1)(=O)=O, predict the reaction product. The product is: [CH3:41][N:39]1[CH2:38][CH2:37][C:20]2[N:21]=[C:22]([NH:24][C:25]3[CH:26]=[CH:27][C:28]([N:31]4[CH:35]=[CH:34][N:33]=[C:32]4[CH3:36])=[CH:29][CH:30]=3)[N:23]=[C:18]([N:1]3[C:9]4[C:4](=[CH:5][CH:6]=[CH:7][CH:8]=4)[CH2:3][C@H:2]3[CH2:10][OH:11])[C:19]=2[CH2:40]1.